From a dataset of Reaction yield outcomes from USPTO patents with 853,638 reactions. Predict the reaction yield, written as a fraction of the theoretical maximum amount of product (1.0 means a 100% yield; for example, 0.34 means a 34% yield). (1) The reactants are [CH:1]1[C:10]2[C:5](=[CH:6][CH:7]=[CH:8][CH:9]=2)[CH:4]=[C:3]([NH2:11])[N:2]=1.C(O)(C(F)(F)F)=O. The catalyst is [Pt](=O)=O. The product is [CH:1]1[C:10]2[CH2:9][CH2:8][CH2:7][CH2:6][C:5]=2[CH:4]=[C:3]([NH2:11])[N:2]=1. The yield is 0.570. (2) The reactants are [Br:1][C:2]1[C:7]([F:8])=[CH:6][C:5]([NH:9]C(=O)C(F)(F)F)=[C:4]([N+:16]([O-:18])=[O:17])[CH:3]=1.CO.C([O-])([O-])=O.[K+].[K+]. The catalyst is O. The product is [Br:1][C:2]1[C:7]([F:8])=[CH:6][C:5]([NH2:9])=[C:4]([N+:16]([O-:18])=[O:17])[CH:3]=1. The yield is 0.840. (3) The reactants are [O:1]=[C:2]1[C:7]([CH2:8][C:9]2[CH:14]=[CH:13][C:12]([C:15]3[C:16]([C:21]#[N:22])=[CH:17][CH:18]=[CH:19][CH:20]=3)=[CH:11][CH:10]=2)=[C:6]([CH2:23][CH2:24][CH3:25])[N:5]2[N:26]=[CH:27][N:28]=[C:4]2[N:3]1[CH:29]1[CH2:34][CH2:33][C:32](=[O:35])[CH2:31][CH2:30]1.[CH2:36]=[C:37]([CH2:40]O)[CH2:38][OH:39].CC1C=CC(S(O)(=O)=O)=CC=1. The catalyst is C1(C)C=CC=CC=1. The product is [CH2:36]=[C:37]1[CH2:38][O:39][C:32]2([CH2:31][CH2:30][CH:29]([N:3]3[C:2](=[O:1])[C:7]([CH2:8][C:9]4[CH:10]=[CH:11][C:12]([C:15]5[C:16]([C:21]#[N:22])=[CH:17][CH:18]=[CH:19][CH:20]=5)=[CH:13][CH:14]=4)=[C:6]([CH2:23][CH2:24][CH3:25])[N:5]4[N:26]=[CH:27][N:28]=[C:4]34)[CH2:34][CH2:33]2)[O:35][CH2:40]1. The yield is 0.640. (4) The reactants are [S:1]1[C:5]2[CH:6]=[CH:7][CH:8]=[CH:9][C:4]=2[C:3]([N:10]2[CH2:15][CH2:14][N:13]([CH2:16][CH2:17][C:18]3[CH:27]=[CH:26][C:25]4[NH:24][C:23](=[O:28])[C:22]5[CH2:29][CH2:30][CH2:31][C:21]=5[C:20]=4[CH:19]=3)[CH2:12][CH2:11]2)=[N:2]1.[H-].[Na+].I[CH2:35][CH3:36]. The catalyst is CN(C=O)C. The product is [S:1]1[C:5]2[CH:6]=[CH:7][CH:8]=[CH:9][C:4]=2[C:3]([N:10]2[CH2:11][CH2:12][N:13]([CH2:16][CH2:17][C:18]3[CH:27]=[CH:26][C:25]4[N:24]([CH2:35][CH3:36])[C:23](=[O:28])[C:22]5[CH2:29][CH2:30][CH2:31][C:21]=5[C:20]=4[CH:19]=3)[CH2:14][CH2:15]2)=[N:2]1. The yield is 0.290.